Regression. Given a peptide amino acid sequence and an MHC pseudo amino acid sequence, predict their binding affinity value. This is MHC class II binding data. From a dataset of Peptide-MHC class II binding affinity with 134,281 pairs from IEDB. (1) The binding affinity (normalized) is 0.0770. The MHC is HLA-DPA10201-DPB10501 with pseudo-sequence HLA-DPA10201-DPB10501. The peptide sequence is SERPAIVPPADKYRT. (2) The peptide sequence is RAMFVEDIAMGYVVS. The MHC is DRB1_1302 with pseudo-sequence DRB1_1302. The binding affinity (normalized) is 0.735. (3) The binding affinity (normalized) is 0.670. The peptide sequence is KEDFLGSLVKEIPPRLLYAK. The MHC is DRB1_1302 with pseudo-sequence DRB1_1302. (4) The peptide sequence is AFKIAATAANAAPTN. The MHC is HLA-DPA10201-DPB10501 with pseudo-sequence HLA-DPA10201-DPB10501. The binding affinity (normalized) is 0.650. (5) The peptide sequence is FGTMPSLTLACLTKQ. The MHC is DRB1_0101 with pseudo-sequence DRB1_0101. The binding affinity (normalized) is 0.951.